From a dataset of Catalyst prediction with 721,799 reactions and 888 catalyst types from USPTO. Predict which catalyst facilitates the given reaction. Reactant: [F:1][C:2]1[C:7]([O:8][CH3:9])=[CH:6][CH:5]=[C:4]([F:10])[C:3]=1B(O)O.CC(O)=[O:16].OO. Product: [F:1][C:2]1[C:7]([O:8][CH3:9])=[CH:6][CH:5]=[C:4]([F:10])[C:3]=1[OH:16]. The catalyst class is: 1.